From a dataset of Forward reaction prediction with 1.9M reactions from USPTO patents (1976-2016). Predict the product of the given reaction. (1) Given the reactants [Cl:1][C:2]1[CH:10]=[C:9]2[C:5]([CH:6]=[C:7]([CH2:11][C:12]3[CH:13]=[CH:14][C:15]([CH3:22])=[C:16]([CH:21]=3)[C:17]([O:19]C)=[O:18])[NH:8]2)=[CH:4][C:3]=1[C:23]1[CH:28]=[CH:27][C:26]([N:29]2[CH2:33][CH2:32][CH2:31][CH2:30]2)=[CH:25][CH:24]=1.[B-](F)(F)(F)[F:35].[B-](F)(F)(F)F.C1[N+]2(CCl)CC[N+](F)(CC2)C1, predict the reaction product. The product is: [Cl:1][C:2]1[CH:10]=[C:9]2[C:5]([CH:6]=[C:7]([CH2:11][C:12]3[CH:13]=[CH:14][C:15]([CH3:22])=[C:16]([CH:21]=3)[C:17]([OH:19])=[O:18])[NH:8]2)=[CH:4][C:3]=1[C:23]1[CH:28]=[CH:27][C:26]([N:29]2[CH2:33][CH2:32][CH2:31][CH2:30]2)=[C:25]([F:35])[CH:24]=1. (2) The product is: [C:27]([O:31][N:32]=[C:33]([C:35]1[N:36]=[CH:37][C:38]([NH:41][C:8](=[O:10])[C@@H:7]([C:11]2[CH:16]=[CH:15][C:14]([S:17]([CH3:20])(=[O:19])=[O:18])=[CH:13][CH:12]=2)[CH2:6][CH:1]2[CH2:2][CH2:3][CH2:4][CH2:5]2)=[N:39][CH:40]=1)[CH3:34])([CH3:28])([CH3:29])[CH3:30]. Given the reactants [CH:1]1([CH2:6][C@H:7]([C:11]2[CH:16]=[CH:15][C:14]([S:17]([CH3:20])(=[O:19])=[O:18])=[CH:13][CH:12]=2)[C:8]([OH:10])=O)[CH2:5][CH2:4][CH2:3][CH2:2]1.C(Cl)(=O)C(Cl)=O.[C:27]([O:31][N:32]=[C:33]([C:35]1[CH:40]=[N:39][C:38]([NH2:41])=[CH:37][N:36]=1)[CH3:34])([CH3:30])([CH3:29])[CH3:28].N1C(C)=CC=CC=1C, predict the reaction product. (3) The product is: [NH2:1][C:2]1[N:3]=[CH:4][C:5]([C:18]2[CH:19]=[C:20]([CH:45]=[CH:46][CH:47]=2)[C:21]([NH:23][CH:24]2[CH2:29][CH2:28][NH:27][C@@H:26]([C:37]([O:39][CH:40]3[CH2:44][CH2:43][CH2:42][CH2:41]3)=[O:38])[CH2:25]2)=[O:22])=[N:6][C:7]=1[NH:8][CH2:9][C:10]1[C:11]([Cl:17])=[CH:12][CH:13]=[CH:14][C:15]=1[Cl:16]. Given the reactants [NH2:1][C:2]1[N:3]=[CH:4][C:5]([C:18]2[CH:19]=[C:20]([CH:45]=[CH:46][CH:47]=2)[C:21]([NH:23][CH:24]2[CH2:29][CH2:28][N:27](C(OC(C)(C)C)=O)[C@@H:26]([C:37]([O:39][CH:40]3[CH2:44][CH2:43][CH2:42][CH2:41]3)=[O:38])[CH2:25]2)=[O:22])=[N:6][C:7]=1[NH:8][CH2:9][C:10]1[C:15]([Cl:16])=[CH:14][CH:13]=[CH:12][C:11]=1[Cl:17].Cl, predict the reaction product. (4) Given the reactants [CH3:1][O:2][C:3]1[CH:4]=[C:5]2[C:10](=[CH:11][C:12]=1[O:13][CH2:14][CH2:15][O:16][CH3:17])[C:9](O)=[N:8][C:7]([NH:19][C:20]1[CH:24]=[C:23]([CH3:25])[NH:22][N:21]=1)=[CH:6]2.O=P(Cl)(Cl)[Cl:28], predict the reaction product. The product is: [Cl:28][C:9]1[C:10]2[C:5](=[CH:4][C:3]([O:2][CH3:1])=[C:12]([O:13][CH2:14][CH2:15][O:16][CH3:17])[CH:11]=2)[CH:6]=[C:7]([NH:19][C:20]2[CH:24]=[C:23]([CH3:25])[NH:22][N:21]=2)[N:8]=1.